From a dataset of Reaction yield outcomes from USPTO patents with 853,638 reactions. Predict the reaction yield, written as a fraction of the theoretical maximum amount of product (1.0 means a 100% yield; for example, 0.34 means a 34% yield). (1) The reactants are [CH3:1][N:2]1[CH2:7][CH2:6][N:5]([C:8]2[CH:15]=[CH:14][C:11]([CH:12]=O)=[CH:10][CH:9]=2)[CH2:4][CH2:3]1.[NH2:16][C:17]1[N:18]=[N:19][C:20]([CH3:23])=[CH:21][CH:22]=1.C([O:26][C:27](=O)[C:28]([OH:41])=[CH:29][C:30]([C:32]1[CH:37]=[CH:36][C:35]([CH:38]([CH3:40])[CH3:39])=[CH:34][CH:33]=1)=[O:31])C. No catalyst specified. The product is [OH:41][C:28]1[C:27](=[O:26])[N:16]([C:17]2[N:18]=[N:19][C:20]([CH3:23])=[CH:21][CH:22]=2)[CH:12]([C:11]2[CH:14]=[CH:15][C:8]([N:5]3[CH2:6][CH2:7][N:2]([CH3:1])[CH2:3][CH2:4]3)=[CH:9][CH:10]=2)[C:29]=1[C:30](=[O:31])[C:32]1[CH:37]=[CH:36][C:35]([CH:38]([CH3:40])[CH3:39])=[CH:34][CH:33]=1. The yield is 0.0900. (2) The reactants are [C:1]1([CH2:7][N:8]2[CH2:13][CH2:12][N:11]([C:14]3[CH:22]=[CH:21][C:17]([C:18](O)=[O:19])=[CH:16][CH:15]=3)[CH2:10][CH2:9]2)[CH:6]=[CH:5][CH:4]=[CH:3][CH:2]=1.[O:23]1[CH2:28][CH2:27][CH2:26][CH2:25][CH:24]1[O:29][NH2:30].ON1C2C=CC=CC=2N=N1. The catalyst is C(Cl)Cl. The product is [C:1]1([CH2:7][N:8]2[CH2:9][CH2:10][N:11]([C:14]3[CH:15]=[CH:16][C:17]([C:18]([NH:30][O:29][CH:24]4[CH2:25][CH2:26][CH2:27][CH2:28][O:23]4)=[O:19])=[CH:21][CH:22]=3)[CH2:12][CH2:13]2)[CH:2]=[CH:3][CH:4]=[CH:5][CH:6]=1. The yield is 0.950.